This data is from Catalyst prediction with 721,799 reactions and 888 catalyst types from USPTO. The task is: Predict which catalyst facilitates the given reaction. (1) Reactant: Br.Cl[C:3]1[C:12]2[N:13]=[C:14]([NH2:21])[N:15]([CH2:16][C:17]([F:20])([CH3:19])[CH3:18])[C:11]=2[C:10]2[CH:9]=[CH:8][CH:7]=[CH:6][C:5]=2[N:4]=1.[NH3:22]. The catalyst class is: 5. Product: [F:20][C:17]([CH3:19])([CH3:18])[CH2:16][N:15]1[C:11]2[C:10]3[CH:9]=[CH:8][CH:7]=[CH:6][C:5]=3[N:4]=[C:3]([NH2:22])[C:12]=2[N:13]=[C:14]1[NH2:21]. (2) Reactant: C(OC(=O)[NH:7][C@H:8]([CH2:29][O:30][CH2:31][C:32]1[CH:37]=[CH:36][C:35]([F:38])=[CH:34][CH:33]=1)[C:9]([N:11]1[CH2:28][CH2:27][CH2:26][C:13]2([C:17](=[O:18])[N:16]([CH3:19])[CH2:15][CH:14]2[C:20]2[CH:25]=[CH:24][CH:23]=[CH:22][CH:21]=2)[CH2:12]1)=[O:10])(C)(C)C.C(O)(C(F)(F)F)=O. Product: [NH2:7][C@H:8]([CH2:29][O:30][CH2:31][C:32]1[CH:33]=[CH:34][C:35]([F:38])=[CH:36][CH:37]=1)[C:9]([N:11]1[CH2:28][CH2:27][CH2:26][C:13]2([C:17](=[O:18])[N:16]([CH3:19])[CH2:15][CH:14]2[C:20]2[CH:21]=[CH:22][CH:23]=[CH:24][CH:25]=2)[CH2:12]1)=[O:10]. The catalyst class is: 2. (3) Reactant: [Si:1]([O:8][CH:9]1[C:14]([CH3:16])([CH3:15])[CH2:13][CH2:12][C:11]([C:17]2[C:21]([CH2:22][N:23]([CH3:35])[CH2:24][CH2:25][N:26]([CH3:34])[C:27](=[O:33])[O:28][C:29]([CH3:32])([CH3:31])[CH3:30])=[CH:20][N:19]([CH:36]3[CH2:41][CH2:40][CH2:39][CH2:38][O:37]3)[N:18]=2)=[CH:10]1)([C:4]([CH3:7])([CH3:6])[CH3:5])([CH3:3])[CH3:2]. The catalyst class is: 50. Product: [Si:1]([O:8][CH:9]1[C:14]([CH3:15])([CH3:16])[CH2:13][CH2:12][CH:11]([C:17]2[C:21]([CH2:22][N:23]([CH3:35])[CH2:24][CH2:25][N:26]([CH3:34])[C:27](=[O:33])[O:28][C:29]([CH3:30])([CH3:31])[CH3:32])=[CH:20][N:19]([CH:36]3[CH2:41][CH2:40][CH2:39][CH2:38][O:37]3)[N:18]=2)[CH2:10]1)([C:4]([CH3:5])([CH3:6])[CH3:7])([CH3:3])[CH3:2]. (4) Reactant: [CH3:1][C:2]1[NH:6][N:5]=[C:4]([NH2:7])[CH:3]=1.[Cl:8][C:9]1[CH:14]=[C:13](Cl)[N:12]=[C:11]([C:16]2[N:17]([CH3:25])[C:18]3[C:23]([CH:24]=2)=[CH:22][CH:21]=[CH:20][CH:19]=3)[N:10]=1.C(N(C(C)C)CC)(C)C. Product: [Cl:8][C:9]1[N:10]=[C:11]([C:16]2[N:17]([CH3:25])[C:18]3[C:23]([CH:24]=2)=[CH:22][CH:21]=[CH:20][CH:19]=3)[N:12]=[C:13]([NH:7][C:4]2[CH:3]=[C:2]([CH3:1])[NH:6][N:5]=2)[CH:14]=1. The catalyst class is: 44. (5) The catalyst class is: 9. Reactant: [Cl:1][C:2]1[CH:9]=[C:8]([N+:10]([O-:12])=[O:11])[CH:7]=[CH:6][C:3]=1[CH2:4]Cl.[H-].[Na+].[F:15][C:16]([F:25])([F:24])[CH2:17][CH2:18][CH:19]([C:22]#[N:23])[C:20]#[N:21]. Product: [Cl:1][C:2]1[CH:9]=[C:8]([N+:10]([O-:12])=[O:11])[CH:7]=[CH:6][C:3]=1[CH2:4][C:19]([CH2:18][CH2:17][C:16]([F:15])([F:24])[F:25])([C:20]#[N:21])[C:22]#[N:23].